This data is from Blood-brain barrier penetration binary classification data from Martins et al.. The task is: Regression/Classification. Given a drug SMILES string, predict its absorption, distribution, metabolism, or excretion properties. Task type varies by dataset: regression for continuous measurements (e.g., permeability, clearance, half-life) or binary classification for categorical outcomes (e.g., BBB penetration, CYP inhibition). Dataset: bbb_martins. (1) The compound is C[C@H]1C[C@H]2[C@@H]3CCC4=CC(=O)C=C[C@]4(C)[C@@]3(F)[C@@H](O)C[C@]2(C)[C@@]1(O)C(=O)CO. The result is 0 (does not penetrate BBB). (2) The molecule is OC(c1cc(C(F)(F)F)nc2c(C(F)(F)F)cccc12)C1CCCCN1. The result is 1 (penetrates BBB). (3) The drug is CNCC(O)c1cccc(OC(=O)C(C)(C)C)c1. The result is 0 (does not penetrate BBB). (4) The molecule is COc1cc2c(c(OC)c1OC)-c1ccc(OC)c(=O)cc1C(NC(C)=O)CC2. The result is 1 (penetrates BBB).